Dataset: Forward reaction prediction with 1.9M reactions from USPTO patents (1976-2016). Task: Predict the product of the given reaction. (1) Given the reactants [F:1][C:2]1[C:7]([F:8])=[C:6]([F:9])[CH:5]=[CH:4][C:3]=1[S:10](Cl)(=[O:12])=[O:11].[OH:14][C:15]1[CH:16]=[C:17]([CH:19]=[CH:20][C:21]=1[O:22][CH3:23])[NH2:18], predict the reaction product. The product is: [OH:14][C:15]1[CH:16]=[C:17]([NH:18][S:10]([C:3]2[CH:4]=[CH:5][C:6]([F:9])=[C:7]([F:8])[C:2]=2[F:1])(=[O:12])=[O:11])[CH:19]=[CH:20][C:21]=1[O:22][CH3:23]. (2) The product is: [CH2:25]([N:19]1[CH2:20][CH2:21][CH:16]([N:13]2[C:14]3[CH:15]=[C:7]([C:1]4[CH:2]=[CH:3][CH:4]=[CH:5][CH:6]=4)[CH:8]=[C:9]([C:22]([NH2:24])=[O:23])[C:10]=3[CH:11]=[N:12]2)[CH2:17][CH2:18]1)[CH3:26]. Given the reactants [C:1]1([C:7]2[CH:8]=[C:9]([C:22]([NH2:24])=[O:23])[C:10]3[CH:11]=[N:12][N:13]([CH:16]4[CH2:21][CH2:20][NH:19][CH2:18][CH2:17]4)[C:14]=3[CH:15]=2)[CH:6]=[CH:5][CH:4]=[CH:3][CH:2]=1.[CH:25](=O)[CH3:26].C([BH3-])#N, predict the reaction product. (3) Given the reactants [I:1][C:2]1[CH:3]=[CH:4][C:5]([N:10]2[CH:14]=[C:13]([CH3:15])[N:12]=[CH:11]2)=[C:6]([CH:9]=1)[C:7]#[N:8].[CH3:16][N+:17]([CH3:19])=[CH2:18].[I-], predict the reaction product. The product is: [CH3:16][N:17]([CH2:19][C:14]1[N:10]([C:5]2[CH:4]=[CH:3][C:2]([I:1])=[CH:9][C:6]=2[C:7]#[N:8])[CH:11]=[N:12][C:13]=1[CH3:15])[CH3:18]. (4) Given the reactants [CH3:1][N:2]1[C:29]2[C:24](=[CH:25][C:26]([C:30]([OH:32])=O)=[CH:27][CH:28]=2)[C:4]2([CH2:9][CH2:8][N:7]([C:10](=[O:23])/[CH:11]=[CH:12]/[C:13]3[CH:18]=[CH:17][CH:16]=[CH:15][C:14]=3[C:19]([F:22])([F:21])[F:20])[CH2:6][CH2:5]2)[C:3]1=[O:33].[NH2:34][CH2:35][CH2:36][OH:37].C1C=CC2N(O)N=NC=2C=1.CCN=C=NCCCN(C)C.CCN(C(C)C)C(C)C, predict the reaction product. The product is: [OH:37][CH2:36][CH2:35][NH:34][C:30]([C:26]1[CH:25]=[C:24]2[C:4]3([CH2:5][CH2:6][N:7]([C:10](=[O:23])/[CH:11]=[CH:12]/[C:13]4[CH:18]=[CH:17][CH:16]=[CH:15][C:14]=4[C:19]([F:22])([F:21])[F:20])[CH2:8][CH2:9]3)[C:3](=[O:33])[N:2]([CH3:1])[C:29]2=[CH:28][CH:27]=1)=[O:32]. (5) Given the reactants [CH:1]([O:4][C:5]1[CH:10]=[CH:9][C:8]([CH2:11][C:12]([OH:14])=[O:13])=[CH:7][CH:6]=1)([CH3:3])[CH3:2].[F:15][C:16]1[CH:23]=[CH:22][C:19]([CH:20]=O)=[CH:18][C:17]=1[O:24][CH3:25].CC(OC(C)=O)=O.CCN(CC)CC, predict the reaction product. The product is: [F:15][C:16]1[CH:23]=[CH:22][C:19](/[CH:20]=[C:11](\[C:8]2[CH:9]=[CH:10][C:5]([O:4][CH:1]([CH3:3])[CH3:2])=[CH:6][CH:7]=2)/[C:12]([OH:14])=[O:13])=[CH:18][C:17]=1[O:24][CH3:25].